From a dataset of Full USPTO retrosynthesis dataset with 1.9M reactions from patents (1976-2016). Predict the reactants needed to synthesize the given product. Given the product [CH3:18][O:17][C:16]1[CH:15]=[CH:14][CH:13]=[C:12]([O:19][CH3:20])[C:11]=1[CH:2]1[N:1]([CH2:33][C:31]2[CH:30]=[CH:29][CH:28]=[C:27]([C:21]3[CH:26]=[CH:25][CH:24]=[CH:23][CH:22]=3)[N:32]=2)[C:5](=[O:7])[CH:4]([CH3:10])[CH2:3]1, predict the reactants needed to synthesize it. The reactants are: [NH2:1][CH:2]([C:11]1[C:16]([O:17][CH3:18])=[CH:15][CH:14]=[CH:13][C:12]=1[O:19][CH3:20])[CH2:3][CH:4]([CH3:10])[C:5]([O:7]CC)=O.[C:21]1([C:27]2[N:32]=[C:31]([CH:33]=O)[CH:30]=[CH:29][CH:28]=2)[CH:26]=[CH:25][CH:24]=[CH:23][CH:22]=1.